This data is from Full USPTO retrosynthesis dataset with 1.9M reactions from patents (1976-2016). The task is: Predict the reactants needed to synthesize the given product. (1) Given the product [N:1]1[N:2]([C:6]2[CH:31]=[CH:30][CH:29]=[CH:28][C:7]=2[CH:8]([N:10]2[CH2:11][C@H:12]([C:17]3[O:18][C:19]([CH3:27])=[C:20]([CH2:22][OH:23])[N:21]=3)[CH2:13][CH2:14][C@H:15]2[CH3:16])[OH:9])[N:3]=[CH:4][CH:5]=1, predict the reactants needed to synthesize it. The reactants are: [N:1]1[N:2]([C:6]2[CH:31]=[CH:30][CH:29]=[CH:28][C:7]=2[C:8]([N:10]2[C@H:15]([CH3:16])[CH2:14][CH2:13][C@@H:12]([C:17]3[O:18][C:19]([CH3:27])=[C:20]([C:22](OCC)=[O:23])[N:21]=3)[CH2:11]2)=[O:9])[N:3]=[CH:4][CH:5]=1.CC(C[AlH]CC(C)C)C. (2) Given the product [CH3:2][C:3]1[CH:4]=[CH:5][C:6]([C@H:9]2[C@@H:13]([C:14]3[CH:19]=[CH:18][C:17]([CH3:20])=[CH:16][CH:15]=3)[N:12]([C:28]([O:27][C:23]([CH3:26])([CH3:25])[CH3:24])=[O:29])[C:11]([S:21][CH3:22])=[N:10]2)=[CH:7][CH:8]=1, predict the reactants needed to synthesize it. The reactants are: I.[CH3:2][C:3]1[CH:8]=[CH:7][C:6]([C@H:9]2[C@@H:13]([C:14]3[CH:19]=[CH:18][C:17]([CH3:20])=[CH:16][CH:15]=3)[NH:12][C:11]([S:21][CH3:22])=[N:10]2)=[CH:5][CH:4]=1.[C:23]([O:27][C:28](O[C:28]([O:27][C:23]([CH3:26])([CH3:25])[CH3:24])=[O:29])=[O:29])([CH3:26])([CH3:25])[CH3:24].C(N(CC)CC)C. (3) Given the product [N:24]1[O:25][N:26]=[C:27]2[CH:32]=[C:31]([C:33]([N:8]3[CH:13]4[CH2:14][CH2:15][CH2:16][CH:9]3[CH2:10][O:11][CH2:12]4)=[O:34])[CH:30]=[CH:29][C:28]=12, predict the reactants needed to synthesize it. The reactants are: C([N:8]1[CH:13]2[CH2:14][CH2:15][CH2:16][CH:9]1[CH2:10][O:11][CH2:12]2)C1C=CC=CC=1.C(N(CC)CC)C.[N:24]1[O:25][N:26]=[C:27]2[CH:32]=[C:31]([C:33](Cl)=[O:34])[CH:30]=[CH:29][C:28]=12.OS(O)(=O)=O. (4) Given the product [F:12][C:6]1[CH:7]=[C:8]([F:11])[CH:9]=[CH:10][C:5]=1[CH:3]([OH:4])[CH:2]([NH:1][C:32](=[O:33])[CH2:31][CH2:30][C:24]1[CH:29]=[CH:28][CH:27]=[CH:26][CH:25]=1)[CH2:13][C:14]1[CH:19]=[CH:18][C:17]([C:20]([F:23])([F:22])[F:21])=[CH:16][CH:15]=1, predict the reactants needed to synthesize it. The reactants are: [NH2:1][CH:2]([CH2:13][C:14]1[CH:19]=[CH:18][C:17]([C:20]([F:23])([F:22])[F:21])=[CH:16][CH:15]=1)[CH:3]([C:5]1[CH:10]=[CH:9][C:8]([F:11])=[CH:7][C:6]=1[F:12])[OH:4].[C:24]1([CH2:30][CH2:31][C:32](Cl)=[O:33])[CH:29]=[CH:28][CH:27]=[CH:26][CH:25]=1.C(=O)([O-])O.[Na+]. (5) Given the product [Br:3][C:4]1[CH:5]=[CH:6][C:7]([CH:10]([CH2:13][OH:14])[CH2:11][OH:12])=[CH:8][CH:9]=1, predict the reactants needed to synthesize it. The reactants are: [BH4-].[Na+].[Br:3][C:4]1[CH:9]=[CH:8][C:7]([CH:10]([CH:13]=[O:14])[CH:11]=[O:12])=[CH:6][CH:5]=1.C(=O)([O-])O.[Na+].